This data is from Full USPTO retrosynthesis dataset with 1.9M reactions from patents (1976-2016). The task is: Predict the reactants needed to synthesize the given product. (1) Given the product [Cl:23][C:24]1[CH:25]=[CH:26][C:27]([CH2:28][N:29]2[CH2:33][CH2:32][N:31]([C:34]3[S:35][C:36]([C:40]([NH:46][CH2:47][C:48]4[CH:49]=[N:50][CH:51]=[CH:52][CH:53]=4)=[O:41])=[C:37]([CH3:39])[N:38]=3)[C:30]2=[O:43])=[CH:44][CH:45]=1, predict the reactants needed to synthesize it. The reactants are: C(N1CCN(C2SC(C(O)=O)=C(C)N=2)C1=O)C1C=CC=CC=1.[Cl:23][C:24]1[CH:45]=[CH:44][C:27]([CH2:28][N:29]2[CH2:33][CH2:32][N:31]([C:34]3[S:35][C:36]([C:40](O)=[O:41])=[C:37]([CH3:39])[N:38]=3)[C:30]2=[O:43])=[CH:26][CH:25]=1.[NH2:46][CH2:47][C:48]1[CH:49]=[N:50][CH:51]=[CH:52][CH:53]=1. (2) Given the product [CH3:17][O:16][C:13]1[CH:14]=[CH:15][C:10]([CH:9]=[C:41]2[CH2:42][CH2:43][O:38][CH2:39][CH2:40]2)=[C:11]([N+:18]([O-:20])=[O:19])[CH:12]=1, predict the reactants needed to synthesize it. The reactants are: C(OP([CH2:9][C:10]1[CH:15]=[CH:14][C:13]([O:16][CH3:17])=[CH:12][C:11]=1[N+:18]([O-:20])=[O:19])(=O)OCC)C.C1OCCOCCOCCOCCOC1.[H-].[Na+].[O:38]1[CH2:43][CH2:42][C:41](=O)[CH2:40][CH2:39]1. (3) Given the product [C:36]([Si:40]([O:33]/[C:30](/[C:27]1[CH:28]=[CH:29][C:24]([O:23][CH2:22][C:21]2[CH:34]=[CH:35][C:18]([O:17][CH3:16])=[CH:19][CH:20]=2)=[CH:25][CH:26]=1)=[CH:31]\[CH3:32])([CH3:43])[CH3:42])([CH3:39])([CH3:38])[CH3:37], predict the reactants needed to synthesize it. The reactants are: C[Si](C)(C)[N-][Si](C)(C)C.[K+].C1COCC1.[CH3:16][O:17][C:18]1[CH:35]=[CH:34][C:21]([CH2:22][O:23][C:24]2[CH:29]=[CH:28][C:27]([C:30](=[O:33])[CH2:31][CH3:32])=[CH:26][CH:25]=2)=[CH:20][CH:19]=1.[C:36]([Si:40]([CH3:43])([CH3:42])Cl)([CH3:39])([CH3:38])[CH3:37]. (4) The reactants are: [CH3:1][C:2]1[CH:3]=[C:4]([C:9]2[NH:10][C:11]3[C:16]([CH:17]=2)=[CH:15][C:14]([C:18]([CH3:23])([CH3:22])[C:19](O)=[O:20])=[CH:13][CH:12]=3)[CH:5]=[C:6]([CH3:8])[CH:7]=1.[CH:24]1([NH2:27])[CH2:26][CH2:25]1. Given the product [CH3:8][C:6]1[CH:5]=[C:4]([C:9]2[NH:10][C:11]3[C:16]([CH:17]=2)=[CH:15][C:14]([C:18]([CH3:22])([CH3:23])[C:19]([NH:27][CH:24]2[CH2:26][CH2:25]2)=[O:20])=[CH:13][CH:12]=3)[CH:3]=[C:2]([CH3:1])[CH:7]=1, predict the reactants needed to synthesize it. (5) Given the product [ClH:38].[ClH:38].[NH2:27][CH:24]1[CH2:25][CH2:26][N:22]([C:19]2[N:18]=[CH:17][C:16]([C:14]3[CH:13]=[C:12]([CH:35]4[CH2:37][CH2:36]4)[CH:11]=[C:10]([NH:9][C:5]4[CH:4]=[C:3]([C:1]#[N:2])[CH:8]=[CH:7][N:6]=4)[N:15]=3)=[CH:21][CH:20]=2)[CH2:23]1, predict the reactants needed to synthesize it. The reactants are: [C:1]([C:3]1[CH:8]=[CH:7][N:6]=[C:5]([NH:9][C:10]2[N:15]=[C:14]([C:16]3[CH:17]=[N:18][C:19]([N:22]4[CH2:26][CH2:25][C@@H:24]([NH:27]C(=O)OC(C)(C)C)[CH2:23]4)=[CH:20][CH:21]=3)[CH:13]=[C:12]([CH:35]3[CH2:37][CH2:36]3)[CH:11]=2)[CH:4]=1)#[N:2].[ClH:38]. (6) Given the product [F:21][C:17]1[CH:16]=[C:15]([C:13]#[C:14][C:2]2[CH:12]=[CH:11][C:5]([C:6]([O:8][CH2:9][CH3:10])=[O:7])=[CH:4][CH:3]=2)[CH:20]=[CH:19][CH:18]=1, predict the reactants needed to synthesize it. The reactants are: Br[C:2]1[CH:12]=[CH:11][C:5]([C:6]([O:8][CH2:9][CH3:10])=[O:7])=[CH:4][CH:3]=1.[C:13]([C:15]1[CH:20]=[CH:19][CH:18]=[C:17]([F:21])[CH:16]=1)#[CH:14].C1C=CC(P(C2C=CC=CC=2)C2C=CC=CC=2)=CC=1.CCN(CC)CC. (7) Given the product [CH2:25]([O:1][C:2]1[N:7]=[CH:6][N:5]=[C:4]([CH2:8][C:9]2[N:13]([C:14]3[N:21]=[CH:20][CH:19]=[CH:18][C:15]=3[C:16]#[N:17])[N:12]=[CH:11][CH:10]=2)[C:3]=1[CH2:22][CH2:23][CH3:24])[CH3:26], predict the reactants needed to synthesize it. The reactants are: [O:1]=[C:2]1[NH:7][CH:6]=[N:5][C:4]([CH2:8][C:9]2[N:13]([C:14]3[N:21]=[CH:20][CH:19]=[CH:18][C:15]=3[C:16]#[N:17])[N:12]=[CH:11][CH:10]=2)=[C:3]1[CH2:22][CH2:23][CH3:24].[CH2:25](I)[CH3:26].C([O-])([O-])=O.[K+].[K+]. (8) The reactants are: [CH:1]1([NH:7][CH2:8][CH:9]([O:11][C:12](=[O:19])[C:13]2[CH:18]=[CH:17][CH:16]=[CH:15][CH:14]=2)[CH3:10])[CH2:6][CH2:5][CH2:4][CH2:3][CH2:2]1.C([O-])([O-])=O.[K+].[K+].[CH2:26](I)[CH3:27]. Given the product [C:12]([O:11][CH:9]([CH3:10])[CH2:8][N:7]([CH:1]1[CH2:6][CH2:5][CH2:4][CH2:3][CH2:2]1)[CH2:26][CH3:27])(=[O:19])[C:13]1[CH:14]=[CH:15][CH:16]=[CH:17][CH:18]=1, predict the reactants needed to synthesize it. (9) The reactants are: C(NC(C)C)(C)C.C([Li])CCC.[Cl:13][C:14]1[N:22]=[CH:21][N:20]=[C:19]2[C:15]=1[N:16]=[CH:17][N:18]2[CH3:23].[Br:24]C(Cl)(Cl)C(Cl)(Cl)Br. Given the product [Br:24][C:17]1[N:18]([CH3:23])[C:19]2[C:15]([N:16]=1)=[C:14]([Cl:13])[N:22]=[CH:21][N:20]=2, predict the reactants needed to synthesize it. (10) Given the product [Br:1][C:2]1[CH:9]=[CH:8][CH:7]=[CH:6][C:3]=1[CH2:4][NH:17][CH:18]([CH2:22][CH2:23][CH3:24])[CH2:19][CH2:20][CH3:21], predict the reactants needed to synthesize it. The reactants are: [Br:1][C:2]1[CH:9]=[CH:8][CH:7]=[CH:6][C:3]=1[CH:4]=O.S([O-])([O-])(=O)=O.[Na+].[Na+].[NH2:17][CH:18]([CH2:22][CH2:23][CH3:24])[CH2:19][CH2:20][CH3:21].[BH4-].[Na+].